Dataset: Forward reaction prediction with 1.9M reactions from USPTO patents (1976-2016). Task: Predict the product of the given reaction. (1) Given the reactants [C:1]([NH:11][C@@H:12]([CH2:32][C:33]1[CH:38]=[CH:37][CH:36]=[CH:35][CH:34]=1)[C@H:13]([OH:31])[CH2:14][N:15]([CH2:24][C:25]1[CH:30]=[CH:29][CH:28]=[CH:27][CH:26]=1)[C:16](=[O:23])[C:17](=[N+:21]=[N-:22])C(=O)C)([O:3][CH2:4][C:5]1[CH:10]=[CH:9][CH:8]=[CH:7][CH:6]=1)=[O:2].[Li+].[OH-], predict the reaction product. The product is: [C:1]([NH:11][C@@H:12]([CH2:32][C:33]1[CH:34]=[CH:35][CH:36]=[CH:37][CH:38]=1)[C@H:13]([OH:31])[CH2:14][N:15]([CH2:24][C:25]1[CH:30]=[CH:29][CH:28]=[CH:27][CH:26]=1)[C:16](=[O:23])[CH:17]=[N+:21]=[N-:22])([O:3][CH2:4][C:5]1[CH:6]=[CH:7][CH:8]=[CH:9][CH:10]=1)=[O:2]. (2) Given the reactants [F:1][C:2]([F:16])([F:15])[O:3][C:4]1[CH:9]=[CH:8][C:7]([CH:10]=[CH:11][C:12](=[S:14])[NH2:13])=[CH:6][CH:5]=1.[Cl:17][CH2:18][C:19]([CH2:21]Cl)=O, predict the reaction product. The product is: [Cl:17][CH2:18][C:19]1[N:13]=[C:12]([CH:11]=[CH:10][C:7]2[CH:6]=[CH:5][C:4]([O:3][C:2]([F:15])([F:1])[F:16])=[CH:9][CH:8]=2)[S:14][CH:21]=1.